From a dataset of Full USPTO retrosynthesis dataset with 1.9M reactions from patents (1976-2016). Predict the reactants needed to synthesize the given product. (1) Given the product [C:30]([CH2:29][NH:28][C:1]([C:4]1[CH:5]=[C:6]2[C:23](=[CH:24][CH:25]=1)[O:22][C:9]1([CH2:10][CH2:11][N:12]([C:15]([O:17][C:18]([CH3:20])([CH3:19])[CH3:21])=[O:16])[CH2:13][CH2:14]1)[CH2:8][C:7]2=[O:26])=[O:3])(=[O:31])[NH2:32], predict the reactants needed to synthesize it. The reactants are: [C:1]([C:4]1[CH:5]=[C:6]2[C:23](=[CH:24][CH:25]=1)[O:22][C:9]1([CH2:14][CH2:13][N:12]([C:15]([O:17][C:18]([CH3:21])([CH3:20])[CH3:19])=[O:16])[CH2:11][CH2:10]1)[CH2:8][C:7]2=[O:26])([OH:3])=O.Cl.[NH2:28][CH2:29][C:30]([NH2:32])=[O:31].CCN=C=NCCCN(C)C.C1C=CC2N(O)N=NC=2C=1. (2) Given the product [CH3:21][O:20][C:17]1[CH:18]=[CH:19][C:14]([C:13]([NH:12][C:5]2([C:3]([OH:2])=[O:4])[CH2:6][CH2:7][C:8]3([CH2:33][CH2:11]3)[CH2:9][CH2:10]2)=[O:32])=[CH:15][C:16]=1[O:22][CH2:23][CH2:24][C:25]1[CH:26]=[C:27]([CH3:31])[CH:28]=[CH:29][CH:30]=1, predict the reactants needed to synthesize it. The reactants are: C[O:2][C:3]([C:5]1([NH:12][C:13](=[O:32])[C:14]2[CH:19]=[CH:18][C:17]([O:20][CH3:21])=[C:16]([O:22][CH2:23][CH2:24][C:25]3[CH:26]=[C:27]([CH3:31])[CH:28]=[CH:29][CH:30]=3)[CH:15]=2)[CH2:10][CH2:9][C:8](=[CH2:11])[CH2:7][CH2:6]1)=[O:4].[CH2:33]([Zn]CC)C.ICI. (3) The reactants are: [F:1][C:2]([P:8](Cl)[C:9]([F:15])([F:14])[C:10]([F:13])([F:12])[F:11])([F:7])[C:3]([F:6])([F:5])[F:4].[CH2:17]([OH:19])[CH3:18]. Given the product [F:1][C:2]([P:8]([C:9]([F:15])([F:14])[C:10]([F:13])([F:12])[F:11])[O:19][CH2:17][CH3:18])([F:7])[C:3]([F:6])([F:5])[F:4], predict the reactants needed to synthesize it. (4) Given the product [CH3:31][C:26]1([CH3:32])[C:27]([CH3:30])([CH3:29])[O:28][B:24]([C:2]2[CH:3]=[C:4]3[C:8](=[CH:9][CH:10]=2)[N:7]([C:11](=[O:23])[CH2:12][C:13]2[CH:18]=[CH:17][CH:16]=[C:15]([C:19]([F:22])([F:21])[F:20])[CH:14]=2)[CH2:6][CH2:5]3)[O:25]1, predict the reactants needed to synthesize it. The reactants are: Br[C:2]1[CH:3]=[C:4]2[C:8](=[CH:9][CH:10]=1)[N:7]([C:11](=[O:23])[CH2:12][C:13]1[CH:18]=[CH:17][CH:16]=[C:15]([C:19]([F:22])([F:21])[F:20])[CH:14]=1)[CH2:6][CH2:5]2.[B:24]1([B:24]2[O:28][C:27]([CH3:30])([CH3:29])[C:26]([CH3:32])([CH3:31])[O:25]2)[O:28][C:27]([CH3:30])([CH3:29])[C:26]([CH3:32])([CH3:31])[O:25]1.C([O-])(=O)C.[K+]. (5) The reactants are: [NH2:1][C:2]1[CH:7]=[CH:6][CH:5]=[CH:4][C:3]=1[C:8]1[CH:9]=[C:10]2[C:15](=[CH:16][CH:17]=1)[CH:14]=[C:13]([O:18][CH3:19])[C:12]([O:20][CH3:21])=[CH:11]2.[N:22]([O-])=O.[Na+].C(OCC)(=O)C. Given the product [CH3:19][O:18][C:13]1[C:12]([O:20][CH3:21])=[CH:11][C:10]2[C:15]([CH:14]=1)=[CH:16][CH:17]=[C:8]1[C:9]=2[N:22]=[N:1][C:2]2[CH:7]=[CH:6][CH:5]=[CH:4][C:3]1=2, predict the reactants needed to synthesize it. (6) Given the product [Cl-:2].[CH3:10][C:11]1[CH:15]=[C:14]([CH3:16])[NH:13][C:12]=1/[CH:17]=[C:18]1\[C:19](=[O:29])[N:20]([CH2:27][O:28][C:3](=[O:9])[CH2:4][N+:5]([CH3:8])([CH3:7])[CH3:6])[C:21]2[C:26]\1=[CH:25][CH:24]=[CH:23][CH:22]=2, predict the reactants needed to synthesize it. The reactants are: [Cl-].[Cl:2][C:3](=[O:9])[CH2:4][N+:5]([CH3:8])([CH3:7])[CH3:6].[CH3:10][C:11]1[CH:15]=[C:14]([CH3:16])[NH:13][C:12]=1/[CH:17]=[C:18]1\[C:19](=[O:29])[N:20]([CH2:27][OH:28])[C:21]2[C:26]\1=[CH:25][CH:24]=[CH:23][CH:22]=2.